From a dataset of Retrosynthesis with 50K atom-mapped reactions and 10 reaction types from USPTO. Predict the reactants needed to synthesize the given product. (1) Given the product CCN(CC)S(=O)(=O)N(CC(=O)O)Cc1cccc(OCCc2nc(-c3ccc(C(F)(F)F)cc3)oc2C)c1, predict the reactants needed to synthesize it. The reactants are: CCOC(=O)CN(Cc1cccc(OCCc2nc(-c3ccc(C(F)(F)F)cc3)oc2C)c1)S(=O)(=O)N(CC)CC. (2) Given the product O=C1N(C[C@@H]2COCCO2)c2ccccc2C12COc1cc3c(cc12)OCCCO3, predict the reactants needed to synthesize it. The reactants are: IC[C@@H]1COCCO1.O=C1Nc2ccccc2C12COc1cc3c(cc12)OCCCO3. (3) Given the product CCCc1ccc(OCc2ccccc2)cn1, predict the reactants needed to synthesize it. The reactants are: BrCc1ccccc1.CCCc1ccc(O)cn1. (4) Given the product COC(=O)c1cc(Nc2c(C(N)=O)cnc3cc(-c4cnc(OC)nc4OC)ccc23)cc(-c2ccccc2)c1, predict the reactants needed to synthesize it. The reactants are: COC(=O)c1cc(N)cc(-c2ccccc2)c1.COc1ncc(-c2ccc3c(Cl)c(C(N)=O)cnc3c2)c(OC)n1. (5) Given the product COc1cc(OC)cc(-c2cnc3nc(Nc4c(C)cccc4N)ncc3c2)c1, predict the reactants needed to synthesize it. The reactants are: COc1cc(OC)cc(-c2cnc3nc(Nc4c(C)cccc4[N+](=O)[O-])ncc3c2)c1. (6) Given the product CC(C)c1ccc(NC(=O)CC2C(=O)OC(C)(C)CN2c2ccccc2)cc1, predict the reactants needed to synthesize it. The reactants are: CC(C)c1ccc(N)cc1.CC1(C)CN(c2ccccc2)C(CC(=O)O)C(=O)O1. (7) Given the product c1cn(CCCc2ccc(OCc3coc(-c4cc5c(s4)CCCC5)n3)cc2)cn1, predict the reactants needed to synthesize it. The reactants are: ClCc1coc(-c2cc3c(s2)CCCC3)n1.Oc1ccc(CCCn2ccnc2)cc1.